This data is from HIV replication inhibition screening data with 41,000+ compounds from the AIDS Antiviral Screen. The task is: Binary Classification. Given a drug SMILES string, predict its activity (active/inactive) in a high-throughput screening assay against a specified biological target. (1) The molecule is CCOC(=O)C(NC(=O)c1ccccc1)C(c1ccc(OC)cc1)[Sn](c1ccccc1)(c1ccccc1)c1ccccc1. The result is 0 (inactive). (2) The compound is CSc1ccccc1NC1=NCCO1. The result is 0 (inactive). (3) The compound is Cc1nc2ccc(S(=O)(=O)Nc3ccccc3)cc2c(=O)n1NC(=O)CNc1ccccc1. The result is 0 (inactive). (4) The drug is CCCCCCCCCCCCCCCCNc1ccn(C2CC(OP(=O)(O)OCC3OC(n4cc(C)c(=O)[nH]c4=O)CC3N=[N+]=[N-])C(CO)O2)c(=O)n1. The result is 1 (active). (5) The drug is CCc1cccc(C)c1NC(=O)CC1Sc2ccccc2NC1=O. The result is 0 (inactive). (6) The compound is COC(=O)N=[N+]([O-])C(c1ccc(Cl)cc1)c1ccc(Cl)cc1. The result is 0 (inactive). (7) The molecule is COc1cc(C2SCC(=O)N2c2ccc(-n3c(-c4ccccc4)nc4ccccc4c3=O)cc2)ccc1O. The result is 0 (inactive). (8) The result is 0 (inactive). The compound is CC(=O)Nc1cc(O)nc2c1CCC2.